This data is from Full USPTO retrosynthesis dataset with 1.9M reactions from patents (1976-2016). The task is: Predict the reactants needed to synthesize the given product. Given the product [I:16][CH2:6][CH2:7][CH2:8][C:9]([F:15])([F:14])[C:10]([F:13])([F:12])[F:11], predict the reactants needed to synthesize it. The reactants are: CS(O[CH2:6][CH2:7][CH2:8][C:9]([F:15])([F:14])[C:10]([F:13])([F:12])[F:11])(=O)=O.[I-:16].[Na+].